Dataset: Full USPTO retrosynthesis dataset with 1.9M reactions from patents (1976-2016). Task: Predict the reactants needed to synthesize the given product. (1) Given the product [F:24][C:18]1[C:17]2[S:16][CH2:15][C:14]3[CH:25]=[C:6]([C:7]([O:9][CH2:10][CH3:11])=[O:8])[S:5][C:13]=3[C:22]=2[C:21]([F:23])=[CH:20][CH:19]=1, predict the reactants needed to synthesize it. The reactants are: C([O-])C.[Na+].[SH:5][CH2:6][C:7]([O:9][CH2:10][CH3:11])=[O:8].Cl[C:13]1[C:22]2[C:17](=[C:18]([F:24])[CH:19]=[CH:20][C:21]=2[F:23])[S:16][CH2:15][C:14]=1[CH:25]=O. (2) The reactants are: C(O[C:6]([N:8]1[CH2:13][CH2:12][CH2:11][CH2:10][CH:9]1[C:14](=[O:30])[NH:15][CH:16]1[CH2:20][C:19](=[O:21])[O:18][CH:17]1[O:22][CH2:23][C:24]1[CH:29]=[CH:28][CH:27]=[CH:26][CH:25]=1)=[O:7])(C)(C)C.CCN(C(C)C)C(C)C.[C:40]([NH:47][C@H:48](C(O)=O)[CH3:49])([O:42][C:43]([CH3:46])([CH3:45])[CH3:44])=[O:41].C1C=CC2N(O)N=NC=2C=1.C(Cl)CCl. Given the product [C:43]([O:42][C:40](=[O:41])[NH:47][CH:48]([CH3:49])[C:6]([N:8]1[CH2:13][CH2:12][CH2:11][CH2:10][CH:9]1[C:14](=[O:30])[NH:15][CH:16]1[CH2:20][C:19](=[O:21])[O:18][CH:17]1[O:22][CH2:23][C:24]1[CH:25]=[CH:26][CH:27]=[CH:28][CH:29]=1)=[O:7])([CH3:46])([CH3:45])[CH3:44], predict the reactants needed to synthesize it.